Dataset: Catalyst prediction with 721,799 reactions and 888 catalyst types from USPTO. Task: Predict which catalyst facilitates the given reaction. Reactant: [Br:1][C:2]1[N:7]=[C:6]([CH2:8][N:9]2[C:18]3[C:13](=[CH:14][CH:15]=[CH:16][CH:17]=3)[C:12](=[O:19])[C:11]([C:20]([C:22]3[CH:23]=[N:24][C:25](Cl)=[CH:26][CH:27]=3)=[O:21])=[CH:10]2)[CH:5]=[CH:4][CH:3]=1.[CH2:29]([NH:31][CH2:32][CH3:33])[CH3:30]. Product: [Br:1][C:2]1[N:7]=[C:6]([CH2:8][N:9]2[C:18]3[C:13](=[CH:14][CH:15]=[CH:16][CH:17]=3)[C:12](=[O:19])[C:11]([C:20]([C:22]3[CH:23]=[N:24][C:25]([N:31]([CH2:32][CH3:33])[CH2:29][CH3:30])=[CH:26][CH:27]=3)=[O:21])=[CH:10]2)[CH:5]=[CH:4][CH:3]=1. The catalyst class is: 1.